Task: Predict the reactants needed to synthesize the given product.. Dataset: Full USPTO retrosynthesis dataset with 1.9M reactions from patents (1976-2016) (1) Given the product [CH3:1][O:2][C:3](=[O:19])[C:4]1[CH:5]=[CH:6][C:7](/[CH:10]=[CH:11]/[C:12]([OH:14])=[O:13])=[CH:8][CH:9]=1, predict the reactants needed to synthesize it. The reactants are: [CH3:1][O:2][C:3](=[O:19])[C:4]1[CH:9]=[CH:8][C:7](/[CH:10]=[CH:11]/[C:12]([O:14]C(C)(C)C)=[O:13])=[CH:6][CH:5]=1.Cl.O1CCOCC1. (2) Given the product [NH2:34][C:29]1[CH:30]=[CH:31][CH:32]=[CH:33][C:28]=1[C:2]1[NH:6][C:5]2[CH:7]=[C:8]([C:10]([O:12][CH3:13])=[O:11])[S:9][C:4]=2[C:3]=1[CH:14]1[CH2:19][CH2:18][CH2:17][CH2:16][CH2:15]1, predict the reactants needed to synthesize it. The reactants are: Br[C:2]1[NH:6][C:5]2[CH:7]=[C:8]([C:10]([O:12][CH3:13])=[O:11])[S:9][C:4]=2[C:3]=1[CH:14]1[CH2:19][CH2:18][CH2:17][CH2:16][CH2:15]1.CC1(C)C(C)(C)OB([C:28]2[CH:33]=[CH:32][CH:31]=[CH:30][C:29]=2[NH2:34])O1.C(=O)([O-])O.[Na+].C(OCC)(=O)C. (3) Given the product [CH2:1]([C:3]1[C:4]([O:15][CH3:16])=[C:5]([CH:9]=[CH:10][C:11]=1[NH2:12])[C:6]([NH2:8])=[O:7])[CH3:2], predict the reactants needed to synthesize it. The reactants are: [CH2:1]([C:3]1[C:4]([O:15][CH3:16])=[C:5]([CH:9]=[CH:10][C:11]=1[N+:12]([O-])=O)[C:6]([NH2:8])=[O:7])[CH3:2].